This data is from Reaction yield outcomes from USPTO patents with 853,638 reactions. The task is: Predict the reaction yield, written as a fraction of the theoretical maximum amount of product (1.0 means a 100% yield; for example, 0.34 means a 34% yield). (1) The reactants are [F:1][C:2]1[CH:7]=[CH:6][C:5]([C:8]2[C:9](=[O:24])[NH:10][N:11]=[CH:12][C:13]=2[C:14]2[CH:19]=[CH:18][C:17]([S:20]([CH3:23])(=[O:22])=[O:21])=[CH:16][CH:15]=2)=[CH:4][CH:3]=1.C([O-])([O-])=O.[K+].[K+].[F:31][C:32]1[CH:37]=[CH:36][C:35](I)=[CH:34][CH:33]=1. The catalyst is N1C=CC=CC=1. The product is [F:31][C:32]1[CH:37]=[CH:36][C:35]([N:10]2[C:9](=[O:24])[C:8]([C:5]3[CH:6]=[CH:7][C:2]([F:1])=[CH:3][CH:4]=3)=[C:13]([C:14]3[CH:19]=[CH:18][C:17]([S:20]([CH3:23])(=[O:22])=[O:21])=[CH:16][CH:15]=3)[CH:12]=[N:11]2)=[CH:34][CH:33]=1. The yield is 0.799. (2) The reactants are [CH2:1]([O:8][C:9]([NH:11][CH:12]1[CH2:21][CH2:20][C:19]2[N+:18]([O-])=[CH:17][CH:16]=[CH:15][C:14]=2[CH2:13]1)=[O:10])[C:2]1[CH:7]=[CH:6][CH:5]=[CH:4][CH:3]=1.[C:23]([O:26]C(=O)C)(=[O:25])[CH3:24]. The catalyst is C(Cl)Cl. The product is [C:23]([O:26][CH:20]1[C:19]2[N:18]=[CH:17][CH:16]=[CH:15][C:14]=2[CH2:13][CH:12]([NH:11][C:9]([O:8][CH2:1][C:2]2[CH:7]=[CH:6][CH:5]=[CH:4][CH:3]=2)=[O:10])[CH2:21]1)(=[O:25])[CH3:24]. The yield is 0.930. (3) The reactants are [C:1]1([C:7]2[CH:12]=[CH:11][N+:10]([O-])=[CH:9][CH:8]=2)[CH:6]=[CH:5][CH:4]=[CH:3][CH:2]=1.C[Si]([C:18]#[N:19])(C)C.CN(C)C(Cl)=O. The catalyst is [N+](CC)([O-])=O. The product is [C:18]([C:11]1[CH:12]=[C:7]([C:1]2[CH:6]=[CH:5][CH:4]=[CH:3][CH:2]=2)[CH:8]=[CH:9][N:10]=1)#[N:19]. The yield is 0.890.